From a dataset of Forward reaction prediction with 1.9M reactions from USPTO patents (1976-2016). Predict the product of the given reaction. (1) Given the reactants Cl[CH2:2][C:3](=O)[CH2:4][C:5]([O:7][CH2:8][CH3:9])=[O:6].[N:11]1[CH:16]=[CH:15][CH:14]=[CH:13][C:12]=1[NH2:17], predict the reaction product. The product is: [N:17]1[C:3]([CH2:4][C:5]([O:7][CH2:8][CH3:9])=[O:6])=[CH:2][N:11]2[CH:16]=[CH:15][CH:14]=[CH:13][C:12]=12. (2) Given the reactants [Si:1]([O:8][CH2:9][CH:10]([NH:17][C:18](=[O:24])[O:19][C:20]([CH3:23])([CH3:22])[CH3:21])[C:11](N(OC)C)=[O:12])([C:4]([CH3:7])([CH3:6])[CH3:5])([CH3:3])[CH3:2].[CH3:25][CH2:26][Mg+].[Br-], predict the reaction product. The product is: [Si:1]([O:8][CH2:9][CH:10]([NH:17][C:18](=[O:24])[O:19][C:20]([CH3:21])([CH3:22])[CH3:23])[C:11](=[O:12])[CH2:25][CH3:26])([C:4]([CH3:5])([CH3:6])[CH3:7])([CH3:2])[CH3:3]. (3) Given the reactants C([O:8][C:9]1[CH:14]=[CH:13][C:12]([C:15]2[O:16][CH:17]=[C:18]([CH2:20][N:21]3[CH2:26][CH2:25][CH2:24][CH2:23][CH2:22]3)[N:19]=2)=[CH:11][C:10]=1[Cl:27])C1C=CC=CC=1.B(F)(F)F.CCOCC.C(OCC)C, predict the reaction product. The product is: [Cl:27][C:10]1[CH:11]=[C:12]([C:15]2[O:16][CH:17]=[C:18]([CH2:20][N:21]3[CH2:22][CH2:23][CH2:24][CH2:25][CH2:26]3)[N:19]=2)[CH:13]=[CH:14][C:9]=1[OH:8].